Dataset: Full USPTO retrosynthesis dataset with 1.9M reactions from patents (1976-2016). Task: Predict the reactants needed to synthesize the given product. Given the product [CH2:1]([O:3][C:4]([C:6]1[C:7]2[S:15][CH:14]=[C:13]([CH3:16])[C:8]=2[C:9]([Cl:28])=[N:10][CH:11]=1)=[O:5])[CH3:2], predict the reactants needed to synthesize it. The reactants are: [CH2:1]([O:3][C:4]([C:6]1[C:7]2[S:15][CH:14]=[C:13]([CH3:16])[C:8]=2[C:9](=O)[NH:10][CH:11]=1)=[O:5])[CH3:2].C(N(CC)C(C)C)(C)C.P(Cl)(Cl)([Cl:28])=O.CN(C)C=O.